From a dataset of Forward reaction prediction with 1.9M reactions from USPTO patents (1976-2016). Predict the product of the given reaction. (1) Given the reactants [F:1][C:2]1[CH:7]=[CH:6][C:5]([CH:8]([N:31]2[CH2:36][CH2:35][N:34]([CH:37]([CH3:39])[CH3:38])[CH2:33][CH2:32]2)[CH2:9][N:10]2[CH2:15][CH2:14][N:13]([CH2:16][CH2:17][CH2:18][C:19]3[C:20]([C:25]4[CH:30]=[CH:29][CH:28]=[CH:27][CH:26]=4)=[N:21][CH:22]=[N:23][CH:24]=3)[CH2:12][CH2:11]2)=[CH:4][CH:3]=1.[ClH:40].O1CCOCC1, predict the reaction product. The product is: [ClH:40].[ClH:40].[ClH:40].[ClH:40].[ClH:40].[F:1][C:2]1[CH:7]=[CH:6][C:5]([CH:8]([N:31]2[CH2:32][CH2:33][N:34]([CH:37]([CH3:39])[CH3:38])[CH2:35][CH2:36]2)[CH2:9][N:10]2[CH2:15][CH2:14][N:13]([CH2:16][CH2:17][CH2:18][C:19]3[C:20]([C:25]4[CH:30]=[CH:29][CH:28]=[CH:27][CH:26]=4)=[N:21][CH:22]=[N:23][CH:24]=3)[CH2:12][CH2:11]2)=[CH:4][CH:3]=1. (2) Given the reactants [C:1]([O:5][C:6]([N:8]([CH3:47])[C@H:9]([C:23]([NH:25][C@H:26]([C:31]([N:33]([C@@H:35]([CH:44]([CH3:46])[CH3:45])/[CH:36]=[C:37](\[CH3:43])/[C:38]([O:40]CC)=[O:39])[CH3:34])=[O:32])[C:27]([CH3:30])([CH3:29])[CH3:28])=[O:24])[C:10]([CH3:22])([CH3:21])[C:11]1[CH:16]=[CH:15][C:14]([O:17][CH3:18])=[CH:13][C:12]=1[O:19][CH3:20])=[O:7])([CH3:4])([CH3:3])[CH3:2].O.[OH-].[Li+].CCOCC, predict the reaction product. The product is: [C:1]([O:5][C:6]([N:8]([CH3:47])[C@H:9]([C:23]([NH:25][C@H:26]([C:31]([N:33]([C@@H:35]([CH:44]([CH3:45])[CH3:46])/[CH:36]=[C:37](/[C:38]([OH:40])=[O:39])\[CH3:43])[CH3:34])=[O:32])[C:27]([CH3:28])([CH3:29])[CH3:30])=[O:24])[C:10]([CH3:22])([CH3:21])[C:11]1[CH:16]=[CH:15][C:14]([O:17][CH3:18])=[CH:13][C:12]=1[O:19][CH3:20])=[O:7])([CH3:2])([CH3:3])[CH3:4].